From a dataset of Peptide-MHC class II binding affinity with 134,281 pairs from IEDB. Regression. Given a peptide amino acid sequence and an MHC pseudo amino acid sequence, predict their binding affinity value. This is MHC class II binding data. (1) The peptide sequence is YITQCFLPVFLAQPP. The MHC is HLA-DPA10103-DPB10401 with pseudo-sequence HLA-DPA10103-DPB10401. The binding affinity (normalized) is 0.824. (2) The MHC is HLA-DQA10101-DQB10501 with pseudo-sequence HLA-DQA10101-DQB10501. The peptide sequence is VPDHVVWSLFNTL. The binding affinity (normalized) is 0.328.